This data is from Full USPTO retrosynthesis dataset with 1.9M reactions from patents (1976-2016). The task is: Predict the reactants needed to synthesize the given product. (1) Given the product [F:1][C:2]1[CH:3]=[C:4]([C:9]2([OH:14])[CH2:13][CH2:12][N:11]([CH2:22][CH2:23][CH3:24])[CH2:10]2)[CH:5]=[C:6]([F:8])[CH:7]=1, predict the reactants needed to synthesize it. The reactants are: [F:1][C:2]1[CH:3]=[C:4]([C:9]2([OH:14])[CH2:13][CH2:12][NH:11][CH2:10]2)[CH:5]=[C:6]([F:8])[CH:7]=1.C(=O)([O-])[O-].[K+].[K+].I[CH2:22][CH2:23][CH3:24]. (2) Given the product [CH:1]([S:4]([N:7]1[C:11]2[CH:12]=[C:13]([C:16]3[N:38]=[C:42]([C:41]4[C:40]([F:39])=[CH:47][CH:46]=[CH:45][C:44]=4[F:48])[O:24][C:17]=3[C:18]3[CH:19]=[CH:20][CH:21]=[CH:22][CH:23]=3)[CH:14]=[CH:15][C:10]=2[N:9]=[C:8]1[NH2:33])(=[O:6])=[O:5])([CH3:2])[CH3:3], predict the reactants needed to synthesize it. The reactants are: [CH:1]([S:4]([N:7]1[C:11]2[CH:12]=[C:13]([C:16](=O)[CH:17]([O:24][Si](C(C)(C)C)(C)C)[C:18]3[CH:23]=[CH:22][CH:21]=[CH:20][CH:19]=3)[CH:14]=[CH:15][C:10]=2[N:9]=[C:8]1[NH2:33])(=[O:6])=[O:5])([CH3:3])[CH3:2].C([O-])(=O)C.[NH4+:38].[F:39][C:40]1[CH:47]=[CH:46][CH:45]=[C:44]([F:48])[C:41]=1[CH:42]=O.[NH4+].[Cl-].[NH4+].[OH-]. (3) Given the product [CH3:22][C:23]1([CH3:39])[CH2:31][C:30]2[C:25](=[CH:26][CH:27]=[C:28]([N:32]3[C:36](=[O:37])[C:35](=[N:18][NH:2][C:3]4[C:4]([OH:17])=[C:5]([C:9]5[O:13][C:12]([C:14]([OH:16])=[O:15])=[CH:11][CH:10]=5)[CH:6]=[CH:7][CH:8]=4)[C:34]([CH3:38])=[N:33]3)[CH:29]=2)[CH2:24]1, predict the reactants needed to synthesize it. The reactants are: Br.[NH2:2][C:3]1[C:4]([OH:17])=[C:5]([C:9]2[O:13][C:12]([C:14]([OH:16])=[O:15])=[CH:11][CH:10]=2)[CH:6]=[CH:7][CH:8]=1.[N:18]([O-])=O.[Na+].[CH3:22][C:23]1([CH3:39])[CH2:31][C:30]2[C:25](=[CH:26][CH:27]=[C:28]([N:32]3[C:36](=[O:37])[CH2:35][C:34]([CH3:38])=[N:33]3)[CH:29]=2)[CH2:24]1.C(=O)(O)[O-].[Na+]. (4) Given the product [C:1]([C:5]1[O:9][N:8]=[C:7]([NH:10][C:11]([NH:13][C:14]2[CH:19]=[CH:18][CH:17]=[C:16]([O:20][C:21]3[C:30]4[C:25](=[CH:26][C:27]([O:35][CH3:36])=[C:28]([O:31][CH2:32][CH2:33][N:41]5[CH2:42][CH2:43][N:38]([CH3:37])[CH2:39][CH2:40]5)[CH:29]=4)[N:24]=[CH:23][N:22]=3)[CH:15]=2)=[O:12])[CH:6]=1)([CH3:4])([CH3:3])[CH3:2], predict the reactants needed to synthesize it. The reactants are: [C:1]([C:5]1[O:9][N:8]=[C:7]([NH:10][C:11]([NH:13][C:14]2[CH:19]=[CH:18][CH:17]=[C:16]([O:20][C:21]3[C:30]4[C:25](=[CH:26][C:27]([O:35][CH3:36])=[C:28]([O:31][CH2:32][CH2:33]Cl)[CH:29]=4)[N:24]=[CH:23][N:22]=3)[CH:15]=2)=[O:12])[CH:6]=1)([CH3:4])([CH3:3])[CH3:2].[CH3:37][N:38]1[CH2:43][CH2:42][NH:41][CH2:40][CH2:39]1. (5) Given the product [NH2:21][CH2:22][CH2:23][NH:24][C:25]([NH:27][C:28]1[CH:33]=[CH:32][C:31]([NH:34][C:35]([N:7]2[CH2:6][CH2:5][C@@H:4]3[C@H:8]2[C:2](=[O:1])[N:3]3[S:9]([OH:12])(=[O:11])=[O:10])=[O:36])=[CH:30][CH:29]=1)=[O:26], predict the reactants needed to synthesize it. The reactants are: [O:1]=[C:2]1[C@@H:8]2[C@@H:4]([CH2:5][CH2:6][NH:7]2)[N:3]1[S:9]([OH:12])(=[O:11])=[O:10].CC#N.C([O-])(O)=O.[Na+].[NH2:21][CH2:22][CH2:23][NH:24][C:25]([NH:27][C:28]1[CH:33]=[CH:32][C:31]([NH:34][C:35](ON2C(=O)CCC2=O)=[O:36])=[CH:30][CH:29]=1)=[O:26]. (6) Given the product [CH:31]([C:20]1[CH:19]=[CH:18][C:4]([CH2:5][CH2:6][N:7]([CH:15]([CH3:16])[CH3:17])[C:8](=[O:14])[O:9][C:10]([CH3:11])([CH3:12])[CH3:13])=[CH:3][C:2]=1[OH:1])=[O:32], predict the reactants needed to synthesize it. The reactants are: [OH:1][C:2]1[CH:3]=[C:4]([CH:18]=[CH:19][CH:20]=1)[CH2:5][CH2:6][N:7]([CH:15]([CH3:17])[CH3:16])[C:8](=[O:14])[O:9][C:10]([CH3:13])([CH3:12])[CH3:11].C(N(CC)CC)C.[Cl-].[Mg+2].[Cl-].[CH2:31]=[O:32]. (7) Given the product [C:17]([Si:14]([CH3:16])([CH3:15])[O:13][CH2:12][CH2:11][O:10][C:3]1[CH:4]=[CH:5][C:6]([CH:8]=[O:9])=[N:7][C:2]=1[C:26]1[CH:27]=[CH:28][CH:29]=[CH:30][C:25]=1[S:22]([CH3:21])(=[O:24])=[O:23])([CH3:20])([CH3:19])[CH3:18], predict the reactants needed to synthesize it. The reactants are: Br[C:2]1[N:7]=[C:6]([CH:8]=[O:9])[CH:5]=[CH:4][C:3]=1[O:10][CH2:11][CH2:12][O:13][Si:14]([C:17]([CH3:20])([CH3:19])[CH3:18])([CH3:16])[CH3:15].[CH3:21][S:22]([C:25]1[CH:30]=[CH:29][CH:28]=[CH:27][C:26]=1B(O)O)(=[O:24])=[O:23].C([O-])([O-])=O.[Na+].[Na+].